Predict the product of the given reaction. From a dataset of Forward reaction prediction with 1.9M reactions from USPTO patents (1976-2016). (1) Given the reactants [Cl:1][C:2]([Cl:28])([Cl:27])[CH2:3][O:4][C:5](=[O:26])[NH:6][C:7]1[CH:12]=[CH:11][C:10]([S:13][C:14]2[CH:19]=[CH:18][C:17]([C:20](Cl)=[O:21])=[CH:16][C:15]=2[N+:23]([O-:25])=[O:24])=[CH:9][CH:8]=1.[Cl:29][C:30]1[CH:35]=[C:34]([CH3:36])[C:33]([NH2:37])=[C:32]([CH3:38])[CH:31]=1, predict the reaction product. The product is: [Cl:1][C:2]([Cl:28])([Cl:27])[CH2:3][O:4][C:5](=[O:26])[NH:6][C:7]1[CH:12]=[CH:11][C:10]([S:13][C:14]2[CH:19]=[CH:18][C:17]([C:20](=[O:21])[NH:37][C:33]3[C:34]([CH3:36])=[CH:35][C:30]([Cl:29])=[CH:31][C:32]=3[CH3:38])=[CH:16][C:15]=2[N+:23]([O-:25])=[O:24])=[CH:9][CH:8]=1. (2) Given the reactants [CH3:1][C:2]1[CH:7]=[C:6]([C:8]2[CH:13]=[CH:12][C:11]([C:14]([F:17])([F:16])[F:15])=[CH:10][CH:9]=2)[NH:5][C:4](=[O:18])[CH:3]=1.[F:19][C:20]([F:33])([F:32])[S:21](O[S:21]([C:20]([F:33])([F:32])[F:19])(=[O:23])=[O:22])(=[O:23])=[O:22], predict the reaction product. The product is: [CH3:1][C:2]1[CH:7]=[C:6]([C:8]2[CH:13]=[CH:12][C:11]([C:14]([F:17])([F:15])[F:16])=[CH:10][CH:9]=2)[N:5]=[C:4]([O:18][S:21]([C:20]([F:33])([F:32])[F:19])(=[O:23])=[O:22])[CH:3]=1. (3) Given the reactants Br[C:2]1[CH:3]=[C:4]([CH:25]=[CH:26][N:27]=1)[C:5]([NH:7][C:8]1[S:9][C:10]2[C:11]([N:19]3[CH2:24][CH2:23][O:22][CH2:21][CH2:20]3)=[N:12][CH:13]=[C:14]([O:17][CH3:18])[C:15]=2[N:16]=1)=[O:6].C(=O)([O-])[O-].[Cs+].[Cs+].Cl.[CH3:35][O:36][CH:37]1[CH2:40][NH:39][CH2:38]1, predict the reaction product. The product is: [CH3:35][O:36][CH:37]1[CH2:40][N:39]([C:2]2[CH:3]=[C:4]([CH:25]=[CH:26][N:27]=2)[C:5]([NH:7][C:8]2[S:9][C:10]3[C:11]([N:19]4[CH2:24][CH2:23][O:22][CH2:21][CH2:20]4)=[N:12][CH:13]=[C:14]([O:17][CH3:18])[C:15]=3[N:16]=2)=[O:6])[CH2:38]1. (4) Given the reactants [OH:1][C@H:2]([CH3:6])[C:3]([OH:5])=[O:4].[CH3:7][C:8]([Si:11](Cl)([C:18]1[CH:23]=[CH:22][CH:21]=[CH:20][CH:19]=1)[C:12]1[CH:17]=[CH:16][CH:15]=[CH:14][CH:13]=1)([CH3:10])[CH3:9].N1C=CN=C1, predict the reaction product. The product is: [Si:11]([O:1][C@H:2]([CH3:6])[C:3]([OH:5])=[O:4])([C:8]([CH3:10])([CH3:9])[CH3:7])([C:18]1[CH:19]=[CH:20][CH:21]=[CH:22][CH:23]=1)[C:12]1[CH:17]=[CH:16][CH:15]=[CH:14][CH:13]=1.